Dataset: Forward reaction prediction with 1.9M reactions from USPTO patents (1976-2016). Task: Predict the product of the given reaction. (1) Given the reactants [NH2:1][CH2:2][CH2:3][CH2:4][C:5]([OH:7])=[O:6].[C:8]12([N:18]=[C:19]=[O:20])[CH2:17][CH:12]3[CH2:13][CH:14]([CH2:16][CH:10]([CH2:11]3)[CH2:9]1)[CH2:15]2.Cl.[CH3:22]N(C=O)C, predict the reaction product. The product is: [CH3:22][O:6][C:5](=[O:7])[CH2:4][CH2:3][CH2:2][NH:1][C:19]([NH:18][C:8]12[CH2:17][CH:12]3[CH2:13][CH:14]([CH2:16][CH:10]([CH2:11]3)[CH2:9]1)[CH2:15]2)=[O:20].[C:8]12([NH:18][C:19](=[O:20])[NH:1][CH2:2][CH2:3][CH2:4][C:5]([OH:7])=[O:6])[CH2:17][CH:12]3[CH2:13][CH:14]([CH2:16][CH:10]([CH2:11]3)[CH2:9]1)[CH2:15]2. (2) The product is: [N+:26]([C:29]1[CH:30]=[C:31]([S:35]([NH:1][C:2]2[CH:3]=[C:4]([CH2:8][CH:9]([NH:15][C:16](=[O:25])[CH2:17][CH2:18][C:19]3[CH:24]=[CH:23][CH:22]=[CH:21][CH:20]=3)[C:10]([O:12][CH2:13][CH3:14])=[O:11])[CH:5]=[CH:6][CH:7]=2)(=[O:37])=[O:36])[CH:32]=[CH:33][CH:34]=1)([O-:28])=[O:27]. Given the reactants [NH2:1][C:2]1[CH:3]=[C:4]([CH2:8][CH:9]([NH:15][C:16](=[O:25])[CH2:17][CH2:18][C:19]2[CH:24]=[CH:23][CH:22]=[CH:21][CH:20]=2)[C:10]([O:12][CH2:13][CH3:14])=[O:11])[CH:5]=[CH:6][CH:7]=1.[N+:26]([C:29]1[CH:30]=[C:31]([S:35](Cl)(=[O:37])=[O:36])[CH:32]=[CH:33][CH:34]=1)([O-:28])=[O:27], predict the reaction product.